From a dataset of Forward reaction prediction with 1.9M reactions from USPTO patents (1976-2016). Predict the product of the given reaction. Given the reactants Br[C:2]1[CH:35]=[CH:34][C:5]([CH2:6][N:7]2[CH:11]=[C:10]([C:12]3[CH:17]=[CH:16][C:15]([Cl:18])=[CH:14][C:13]=3[Cl:19])[N:9]=[C:8]2[C:20]2[CH:25]=[CH:24][C:23]([N:26]3[S:30](=[O:32])(=[O:31])[NH:29][C:28](=[O:33])[CH2:27]3)=[CH:22][CH:21]=2)=[CH:4][CH:3]=1.[CH:36]1([C:42]2[CH:47]=[CH:46][C:45](B(O)O)=[CH:44][CH:43]=2)[CH2:41][CH2:40][CH2:39][CH2:38][CH2:37]1, predict the reaction product. The product is: [CH:42]1([C:36]2[CH:37]=[CH:38][C:39]([C:2]3[CH:3]=[CH:4][C:5]([CH2:6][N:7]4[CH:11]=[C:10]([C:12]5[CH:17]=[CH:16][C:15]([Cl:18])=[CH:14][C:13]=5[Cl:19])[N:9]=[C:8]4[C:20]4[CH:25]=[CH:24][C:23]([N:26]5[S:30](=[O:32])(=[O:31])[NH:29][C:28](=[O:33])[CH2:27]5)=[CH:22][CH:21]=4)=[CH:34][CH:35]=3)=[CH:40][CH:41]=2)[CH2:43][CH2:44][CH2:45][CH2:46][CH2:47]1.